From a dataset of Full USPTO retrosynthesis dataset with 1.9M reactions from patents (1976-2016). Predict the reactants needed to synthesize the given product. (1) The reactants are: [C:1]([C:3]1[CH:4]=[C:5]([OH:9])[CH:6]=[CH:7][CH:8]=1)#[N:2].[H-].[Na+].[C:12]1([C:18]2[CH:25]=[CH:24][C:21]([CH2:22]Cl)=[CH:20][CH:19]=2)[CH:17]=[CH:16][CH:15]=[CH:14][CH:13]=1.C(=O)([O-])[O-].[Na+].[Na+]. Given the product [C:18]1([C:12]2[CH:13]=[CH:14][CH:15]=[CH:16][CH:17]=2)[CH:19]=[CH:20][C:21]([CH2:22][O:9][C:5]2[CH:4]=[C:3]([CH:8]=[CH:7][CH:6]=2)[C:1]#[N:2])=[CH:24][CH:25]=1, predict the reactants needed to synthesize it. (2) The reactants are: C([O:4][CH2:5][CH:6]=[CH:7][CH2:8][O:9]C(=O)C)(=O)C.[OH-:13].[Na+].[C:15]1([CH3:25])[CH:20]=[CH:19][C:18]([S:21](Cl)(=[O:23])=[O:22])=[CH:17][CH:16]=1. Given the product [C:15]1([CH3:25])[CH:20]=[CH:19][C:18]([S:21]([O:9][CH2:8][CH:7]=[CH:6][CH2:5][O:4][S:21]([C:18]2[CH:19]=[CH:20][C:15]([CH3:25])=[CH:16][CH:17]=2)(=[O:22])=[O:13])(=[O:23])=[O:22])=[CH:17][CH:16]=1, predict the reactants needed to synthesize it. (3) Given the product [Cl:16][CH2:17][C:18]1[NH:19][C:4](=[O:6])[C:3]2[C:2](=[CH:11][C:10]([C:12]([O:14][CH3:15])=[O:13])=[CH:9][CH:8]=2)[N:1]=1, predict the reactants needed to synthesize it. The reactants are: [NH2:1][C:2]1[CH:11]=[C:10]([C:12]([O:14][CH3:15])=[O:13])[CH:9]=[CH:8][C:3]=1[C:4]([O:6]C)=O.[Cl:16][CH2:17][C:18]#[N:19]. (4) Given the product [Cl:8][C:6]1[N:5]=[C:4]2[N:9]([CH3:12])[N:10]=[CH:11][C:3]2=[C:2]([NH:20][C:18]2[N:17]=[CH:16][N:15]([CH3:14])[CH:19]=2)[N:7]=1, predict the reactants needed to synthesize it. The reactants are: Cl[C:2]1[N:7]=[C:6]([Cl:8])[N:5]=[C:4]2[N:9]([CH3:12])[N:10]=[CH:11][C:3]=12.Cl.[CH3:14][N:15]1[CH:19]=[C:18]([NH2:20])[N:17]=[CH:16]1. (5) Given the product [N:19]1[CH:18]=[CH:17][CH:22]=[CH:21][N:20]=1.[CH2:12]([CH:14]([C:17]1[C:18]2[N:19]([C:24]([C:3]3[O:4][CH:5]=[CH:6][C:2]=3[CH3:1])=[C:25]([CH3:27])[N:26]=2)[N:20]=[C:21]([CH3:23])[CH:22]=1)[CH2:15][CH3:16])[CH3:13], predict the reactants needed to synthesize it. The reactants are: [CH3:1][C:2]1[CH:6]=[CH:5][O:4][CH:3]=1.[Li]CCCC.[CH2:12]([CH:14]([C:17]1[C:18]2[N:19]([C:24](I)=[C:25]([CH3:27])[N:26]=2)[N:20]=[C:21]([CH3:23])[CH:22]=1)[CH2:15][CH3:16])[CH3:13].Cl. (6) The reactants are: [Cl:1][C:2]1[C:7]([N:8]2[CH2:13][CH2:12][CH:11]([C:14]3[CH:19]=[CH:18][CH:17]=[C:16]([Cl:20])[C:15]=3[Cl:21])[CH2:10][CH2:9]2)=[CH:6][N:5]=[N:4][C:3]=1[NH:22][NH:23][C:24](=O)[CH2:25][CH:26]1[CH2:28][CH2:27]1.P(Cl)(Cl)(Cl)=O. Given the product [Cl:1][C:2]1[C:3]2[N:4]([C:24]([CH2:25][CH:26]3[CH2:28][CH2:27]3)=[N:23][N:22]=2)[N:5]=[CH:6][C:7]=1[N:8]1[CH2:13][CH2:12][CH:11]([C:14]2[CH:19]=[CH:18][CH:17]=[C:16]([Cl:20])[C:15]=2[Cl:21])[CH2:10][CH2:9]1, predict the reactants needed to synthesize it.